From a dataset of Acute oral toxicity (LD50) regression data from Zhu et al.. Regression/Classification. Given a drug SMILES string, predict its toxicity properties. Task type varies by dataset: regression for continuous values (e.g., LD50, hERG inhibition percentage) or binary classification for toxic/non-toxic outcomes (e.g., AMES mutagenicity, cardiotoxicity, hepatotoxicity). Dataset: ld50_zhu. (1) The rat oral LD50 is 1.76, given as -log10 of the dose in mol/kg body weight (higher means more acutely toxic). The molecule is Cc1ncc([N+](=O)[O-])n1CCO. (2) The compound is CCN(CC)CCN1C(=O)NC(c2ccccc2)(c2ccccc2)C1=O. The rat oral LD50 is 2.43, given as -log10 of the dose in mol/kg body weight (higher means more acutely toxic). (3) The molecule is COc1ccc(C=Nc2c(C)n(C)n(-c3ccccc3)c2=O)cc1. The rat oral LD50 is 1.51, given as -log10 of the dose in mol/kg body weight (higher means more acutely toxic). (4) The drug is BrCC=CCBr. The rat oral LD50 is 3.46, given as -log10 of the dose in mol/kg body weight (higher means more acutely toxic). (5) The drug is CO[Si](CCS)(OC)OC. The rat oral LD50 is 1.87, given as -log10 of the dose in mol/kg body weight (higher means more acutely toxic).